From a dataset of NCI-60 drug combinations with 297,098 pairs across 59 cell lines. Regression. Given two drug SMILES strings and cell line genomic features, predict the synergy score measuring deviation from expected non-interaction effect. (1) Drug 2: CC(C)CN1C=NC2=C1C3=CC=CC=C3N=C2N. Drug 1: C1CN1C2=NC(=NC(=N2)N3CC3)N4CC4. Synergy scores: CSS=8.35, Synergy_ZIP=-5.30, Synergy_Bliss=-3.13, Synergy_Loewe=-4.32, Synergy_HSA=-3.94. Cell line: UACC-257. (2) Drug 1: CNC(=O)C1=CC=CC=C1SC2=CC3=C(C=C2)C(=NN3)C=CC4=CC=CC=N4. Drug 2: CS(=O)(=O)OCCCCOS(=O)(=O)C. Cell line: HL-60(TB). Synergy scores: CSS=56.6, Synergy_ZIP=0.676, Synergy_Bliss=1.40, Synergy_Loewe=-2.48, Synergy_HSA=1.74. (3) Drug 1: CN1C2=C(C=C(C=C2)N(CCCl)CCCl)N=C1CCCC(=O)O.Cl. Drug 2: CC1CCC2CC(C(=CC=CC=CC(CC(C(=O)C(C(C(=CC(C(=O)CC(OC(=O)C3CCCCN3C(=O)C(=O)C1(O2)O)C(C)CC4CCC(C(C4)OC)O)C)C)O)OC)C)C)C)OC. Cell line: A549. Synergy scores: CSS=-0.375, Synergy_ZIP=-0.778, Synergy_Bliss=-2.58, Synergy_Loewe=-1.45, Synergy_HSA=-2.17.